This data is from Forward reaction prediction with 1.9M reactions from USPTO patents (1976-2016). The task is: Predict the product of the given reaction. (1) Given the reactants CC(OI1(OC(C)=O)(OC(C)=O)OC(=O)C2C=CC=CC1=2)=O.[CH2:23]([N:30]([CH2:49][CH2:50][OH:51])[C:31]([CH:33]1[C:36]2[CH:37]=[CH:38][C:39]([O:41][CH2:42][C:43]3[CH:48]=[CH:47][CH:46]=[CH:45][CH:44]=3)=[CH:40][C:35]=2[CH2:34]1)=[O:32])[C:24]1[CH:29]=[CH:28][CH:27]=[CH:26][CH:25]=1.C([O-])(O)=O.[Na+].C(OCC)(=O)C, predict the reaction product. The product is: [CH2:23]([N:30]([CH2:49][CH:50]=[O:51])[C:31]([CH:33]1[C:36]2[CH:37]=[CH:38][C:39]([O:41][CH2:42][C:43]3[CH:44]=[CH:45][CH:46]=[CH:47][CH:48]=3)=[CH:40][C:35]=2[CH2:34]1)=[O:32])[C:24]1[CH:29]=[CH:28][CH:27]=[CH:26][CH:25]=1. (2) Given the reactants [C@@H:1]12[CH2:7][C@@H:4]([CH2:5][CH2:6]1)[CH2:3][C@@H:2]2[NH:8][C:9]1[S:10][CH2:11][C:12](=[O:14])[N:13]=1.[Li+].CC([N-]C(C)C)C.[Br:23][CH2:24][CH2:25]Br, predict the reaction product. The product is: [C@@H:1]12[CH2:7][C@@H:4]([CH2:5][CH2:6]1)[CH2:3][C@@H:2]2[NH:8][C:9]1[S:10][CH:11]([CH2:25][CH2:24][Br:23])[C:12](=[O:14])[N:13]=1.